From a dataset of Experimentally validated miRNA-target interactions with 360,000+ pairs, plus equal number of negative samples. Binary Classification. Given a miRNA mature sequence and a target amino acid sequence, predict their likelihood of interaction. (1) The miRNA is hsa-miR-4709-3p with sequence UUGAAGAGGAGGUGCUCUGUAGC. The protein sequence of the target gene is MGLRKKNARNPPVLSHEFMVQNHADMVSCVGMFFVLGLMFEGTSEMSIAFLTLQHGVVVPAEGLPSGSRTLYHYGVKDLATVFFYMLVAIIIHATIQEYVLDKLSRRLQLTKGKQNKLNEAGQLSVFYIVSGIWGMIILASENCLSDPTLLWKSQPHNMMTFQMKFFYISQLAYWFHSFPELYFQKVRKQDIPGQLIYIGLHLFHIGGAYLLYLNHLGLLLLMLHYAVELLSSVCSLLYFGDERYQKGLSLWPIVFISGRLVTLIVSVVTVGLHLAGTNRNGNALSGNVNVLAAKIAVLS.... Result: 0 (no interaction). (2) The miRNA is hsa-miR-6886-3p with sequence UGCCCUUCUCUCCUCCUGCCU. The protein sequence of the target gene is MASLDLPYRCPRCGEHKRFRSLSSLRAHLEYSHTYETLYILSKTNSICDGAAAAAAAAAAASGFPLAPEPAALLAVPGARREVFESTSFQGKEQAAGPSPAAPHLLHHHHHHAPLAHFPGDLVPASLPCEELAEPGLVPAAAARYALREIEIPLGELFARKSVASSACSTPPPGPGPGPCPGPASASPASPSPADVAYEEGLARLKIRALEKLEVDRRLERLSEEVEQKIAGQVGRLQAELERKAAELETARQESARLGREKEELEERASELSRQVDVSVELLASLKQDLVHKEQELSRK.... Result: 0 (no interaction).